The task is: Predict the reaction yield, written as a fraction of the theoretical maximum amount of product (1.0 means a 100% yield; for example, 0.34 means a 34% yield).. This data is from Reaction yield outcomes from USPTO patents with 853,638 reactions. (1) The reactants are [C:1]([O:5][C:6]([N:8]1[CH2:13][CH2:12][C:11]([C:14]2[N:18]([C:19]3[CH:24]=[CH:23][C:22]([O:25][C:26]4[CH:31]=[CH:30][CH:29]=[CH:28][CH:27]=4)=[CH:21][CH:20]=3)[N:17]=[C:16]([C:32]([O:34][CH2:35][CH3:36])=[O:33])[CH:15]=2)=[CH:10][CH2:9]1)=[O:7])([CH3:4])([CH3:3])[CH3:2]. The catalyst is [Pd].CO. The product is [C:1]([O:5][C:6]([N:8]1[CH2:13][CH2:12][CH:11]([C:14]2[N:18]([C:19]3[CH:20]=[CH:21][C:22]([O:25][C:26]4[CH:27]=[CH:28][CH:29]=[CH:30][CH:31]=4)=[CH:23][CH:24]=3)[N:17]=[C:16]([C:32]([O:34][CH2:35][CH3:36])=[O:33])[CH:15]=2)[CH2:10][CH2:9]1)=[O:7])([CH3:4])([CH3:3])[CH3:2]. The yield is 0.580. (2) The reactants are [OH-:1].[Na+:2].CO.[CH:5]1[N:9]=[CH:8][N:7]([CH2:10][C:11]([P:17]([OH:20])([OH:19])=[O:18])([P:13]([OH:16])([OH:15])=[O:14])[OH:12])[CH:6]=1. The catalyst is O. The product is [CH:5]1[N:9]=[CH:8][N:7]([CH2:10][C:11]([P:13]([O-:16])([OH:15])=[O:14])([P:17]([O-:19])([OH:20])=[O:18])[OH:12])[CH:6]=1.[OH2:1].[OH2:12].[OH2:12].[OH2:12].[Na+:2].[Na+:2]. The yield is 0.990. (3) The reactants are C(O[CH:4]=[C:5]([C:8]#[N:9])[C:6]#[N:7])C.[NH:10]([CH2:12][CH2:13][OH:14])[NH2:11]. The catalyst is C(O)C. The product is [NH2:9][C:8]1[N:10]([CH2:12][CH2:13][OH:14])[N:11]=[CH:4][C:5]=1[C:6]#[N:7]. The yield is 0.630. (4) The reactants are [C:1]([O:5][C:6](=[O:19])[CH2:7][O:8][C:9]1[CH:14]=[CH:13][C:12]([N+:15]([O-])=O)=[C:11]([F:18])[CH:10]=1)([CH3:4])([CH3:3])[CH3:2]. The catalyst is C(O)C.[Pd]. The product is [C:1]([O:5][C:6](=[O:19])[CH2:7][O:8][C:9]1[CH:14]=[CH:13][C:12]([NH2:15])=[C:11]([F:18])[CH:10]=1)([CH3:4])([CH3:2])[CH3:3]. The yield is 0.500. (5) The reactants are [CH2:1]([O:8][C:9]1[CH:16]=[CH:15][C:14]([N+:17]([O-])=O)=[CH:13][C:10]=1[CH2:11][OH:12])[C:2]1[CH:7]=[CH:6][CH:5]=[CH:4][CH:3]=1.OCC1C=C(C=CC=1OC)N. No catalyst specified. The product is [CH2:1]([O:8][C:9]1[CH:16]=[CH:15][C:14]([NH2:17])=[CH:13][C:10]=1[CH2:11][OH:12])[C:2]1[CH:3]=[CH:4][CH:5]=[CH:6][CH:7]=1. The yield is 0.860. (6) The yield is 0.720. The reactants are [OH:1][C:2]1[CH:10]=[C:9]2[C:5]([CH2:6][CH2:7][C:8]2=[O:11])=[CH:4][CH:3]=1.C([O-])([O-])=O.[K+].[K+].Br[CH2:19][CH:20]([CH3:22])[CH3:21].O. The product is [CH2:19]([O:1][C:2]1[CH:10]=[C:9]2[C:5]([CH2:6][CH2:7][C:8]2=[O:11])=[CH:4][CH:3]=1)[CH:20]([CH3:22])[CH3:21]. The catalyst is CN(C=O)C.